Dataset: Full USPTO retrosynthesis dataset with 1.9M reactions from patents (1976-2016). Task: Predict the reactants needed to synthesize the given product. (1) The reactants are: Cl.[Cl:2][C:3]1[CH:8]=[C:7]([Cl:9])[CH:6]=[CH:5][C:4]=1[C:10]1[CH:11]=[C:12]([CH:17]=[CH:18][N:19]=1)[C:13]([O:15][CH3:16])=[O:14]. Given the product [ClH:2].[Cl:2][C:3]1[CH:8]=[C:7]([Cl:9])[CH:6]=[CH:5][C:4]=1[CH:10]1[CH2:11][CH:12]([C:13]([O:15][CH3:16])=[O:14])[CH2:17][CH2:18][NH:19]1, predict the reactants needed to synthesize it. (2) Given the product [CH3:1][C:2]1[O:6][C:5]([CH2:7][NH:8][C:9]2[CH:18]=[CH:17][C:16]3[C:11](=[CH:12][CH:13]=[CH:14][C:15]=3[NH:19][S:23]([CH:20]3[CH2:22][CH2:21]3)(=[O:25])=[O:24])[N:10]=2)=[CH:4][CH:3]=1, predict the reactants needed to synthesize it. The reactants are: [CH3:1][C:2]1[O:6][C:5]([CH2:7][NH:8][C:9]2[CH:18]=[CH:17][C:16]3[C:15]([NH2:19])=[CH:14][CH:13]=[CH:12][C:11]=3[N:10]=2)=[CH:4][CH:3]=1.[CH:20]1([S:23](Cl)(=[O:25])=[O:24])[CH2:22][CH2:21]1. (3) Given the product [C:30]([O:29][C:28]([NH:27][C:19]1[CH:20]=[CH:21][C:22]([N+:24]([O-:26])=[O:25])=[CH:23][C:18]=1[C:2]#[C:1][C:3]1[CH:4]=[C:5]([NH:9][C:10](=[O:16])[O:11][C:12]([CH3:13])([CH3:15])[CH3:14])[CH:6]=[CH:7][CH:8]=1)=[O:34])([CH3:33])([CH3:31])[CH3:32], predict the reactants needed to synthesize it. The reactants are: [C:1]([C:3]1[CH:4]=[C:5]([NH:9][C:10](=[O:16])[O:11][C:12]([CH3:15])([CH3:14])[CH3:13])[CH:6]=[CH:7][CH:8]=1)#[CH:2].I[C:18]1[CH:23]=[C:22]([N+:24]([O-:26])=[O:25])[CH:21]=[CH:20][C:19]=1[NH:27][C:28](=[O:34])[O:29][C:30]([CH3:33])([CH3:32])[CH3:31].C(N(CC)C(C)C)(C)C. (4) Given the product [C:19]([O:18][C:16](=[O:17])[N:5]([CH2:4][C:3]1[CH:8]=[C:9]([C:12]([F:13])([F:14])[F:15])[CH:10]=[CH:11][C:2]=1[Br:1])[CH2:6][CH3:7])([CH3:22])([CH3:21])[CH3:20], predict the reactants needed to synthesize it. The reactants are: [Br:1][C:2]1[CH:11]=[CH:10][C:9]([C:12]([F:15])([F:14])[F:13])=[CH:8][C:3]=1[CH2:4][NH:5][CH2:6][CH3:7].[C:16](O[C:16]([O:18][C:19]([CH3:22])([CH3:21])[CH3:20])=[O:17])([O:18][C:19]([CH3:22])([CH3:21])[CH3:20])=[O:17]. (5) Given the product [CH:7]([N:4]1[CH2:5][CH2:6][CH:2]([NH:1][C:29](=[O:30])[CH2:28][CH:27]([C:21]2[CH:26]=[CH:25][CH:24]=[CH:23][CH:22]=2)[C:32]2[CH:37]=[CH:36][CH:35]=[CH:34][CH:33]=2)[C:3]1=[O:20])([C:8]1[CH:13]=[CH:12][CH:11]=[CH:10][CH:9]=1)[C:14]1[CH:19]=[CH:18][CH:17]=[CH:16][CH:15]=1, predict the reactants needed to synthesize it. The reactants are: [NH2:1][CH:2]1[CH2:6][CH2:5][N:4]([CH:7]([C:14]2[CH:19]=[CH:18][CH:17]=[CH:16][CH:15]=2)[C:8]2[CH:13]=[CH:12][CH:11]=[CH:10][CH:9]=2)[C:3]1=[O:20].[C:21]1([CH:27]([C:32]2[CH:37]=[CH:36][CH:35]=[CH:34][CH:33]=2)[CH2:28][C:29](O)=[O:30])[CH:26]=[CH:25][CH:24]=[CH:23][CH:22]=1.C(Cl)CCl. (6) Given the product [F:1][C:2]1[CH:8]=[CH:7][C:5]([I:16])=[CH:4][C:3]=1[N+:9]([O-:11])=[O:10], predict the reactants needed to synthesize it. The reactants are: [F:1][C:2]1[CH:8]=[CH:7][C:5](N)=[CH:4][C:3]=1[N+:9]([O-:11])=[O:10].N([O-])=O.[Na+].[I-:16].[K+].S([O-])([O-])=O.[Na+].[Na+]. (7) Given the product [Br:33][C:34]1[CH:40]=[CH:39][C:37]([N:38]2[CH:9]([C:10]3[CH:15]=[CH:14][C:13]([N+:16]([O-:18])=[O:17])=[CH:12][CH:11]=3)[CH2:8][CH2:7][CH:6]2[C:24]2[CH:29]=[CH:28][C:27]([N+:30]([O-:32])=[O:31])=[CH:26][CH:25]=2)=[CH:36][CH:35]=1, predict the reactants needed to synthesize it. The reactants are: CS(O[CH:6]([C:24]1[CH:29]=[CH:28][C:27]([N+:30]([O-:32])=[O:31])=[CH:26][CH:25]=1)[CH2:7][CH2:8][CH:9](OS(C)(=O)=O)[C:10]1[CH:15]=[CH:14][C:13]([N+:16]([O-:18])=[O:17])=[CH:12][CH:11]=1)(=O)=O.[Br:33][C:34]1[CH:40]=[CH:39][C:37]([NH2:38])=[CH:36][CH:35]=1. (8) Given the product [CH2:1]([C:4]1[C:5]2[O:19][N:24]=[C:16]([CH3:17])[C:6]=2[CH:7]=[CH:8][C:9]=1[N:10]1[CH2:15][CH2:14][CH2:13][CH2:12][CH2:11]1)[CH:2]=[CH2:3], predict the reactants needed to synthesize it. The reactants are: [CH2:1]([C:4]1[C:5]([OH:19])=[C:6]([C:16](=O)[CH3:17])[CH:7]=[CH:8][C:9]=1[N:10]1[CH2:15][CH2:14][CH2:13][CH2:12][CH2:11]1)[CH:2]=[CH2:3].C(O)C.Cl.[NH2:24]O.C([O-])(=O)C.[Na+].